Dataset: NCI-60 drug combinations with 297,098 pairs across 59 cell lines. Task: Regression. Given two drug SMILES strings and cell line genomic features, predict the synergy score measuring deviation from expected non-interaction effect. (1) Drug 1: CCCCCOC(=O)NC1=NC(=O)N(C=C1F)C2C(C(C(O2)C)O)O. Drug 2: CS(=O)(=O)CCNCC1=CC=C(O1)C2=CC3=C(C=C2)N=CN=C3NC4=CC(=C(C=C4)OCC5=CC(=CC=C5)F)Cl. Cell line: SF-539. Synergy scores: CSS=1.97, Synergy_ZIP=-0.272, Synergy_Bliss=-3.32, Synergy_Loewe=-0.636, Synergy_HSA=-3.20. (2) Drug 1: CN(CCCl)CCCl.Cl. Drug 2: CC1C(C(CC(O1)OC2CC(CC3=C2C(=C4C(=C3O)C(=O)C5=C(C4=O)C(=CC=C5)OC)O)(C(=O)CO)O)N)O.Cl. Cell line: OVCAR-8. Synergy scores: CSS=39.9, Synergy_ZIP=-5.40, Synergy_Bliss=-4.89, Synergy_Loewe=-1.44, Synergy_HSA=-0.518. (3) Drug 1: CN1C(=O)N2C=NC(=C2N=N1)C(=O)N. Drug 2: C1CCC(C(C1)N)N.C(=O)(C(=O)[O-])[O-].[Pt+4]. Cell line: MALME-3M. Synergy scores: CSS=9.32, Synergy_ZIP=-5.47, Synergy_Bliss=-5.09, Synergy_Loewe=-13.7, Synergy_HSA=-4.86. (4) Drug 1: CC1=C(C=C(C=C1)NC2=NC=CC(=N2)N(C)C3=CC4=NN(C(=C4C=C3)C)C)S(=O)(=O)N.Cl. Drug 2: CN(C(=O)NC(C=O)C(C(C(CO)O)O)O)N=O. Cell line: T-47D. Synergy scores: CSS=0.576, Synergy_ZIP=-3.13, Synergy_Bliss=-5.96, Synergy_Loewe=-4.39, Synergy_HSA=-4.71. (5) Drug 1: C1=CC(=CC=C1C#N)C(C2=CC=C(C=C2)C#N)N3C=NC=N3. Drug 2: C1=CN(C=N1)CC(O)(P(=O)(O)O)P(=O)(O)O. Cell line: TK-10. Synergy scores: CSS=-0.462, Synergy_ZIP=-0.405, Synergy_Bliss=-2.09, Synergy_Loewe=-1.80, Synergy_HSA=-2.06. (6) Drug 1: CC1=C2C(C(=O)C3(C(CC4C(C3C(C(C2(C)C)(CC1OC(=O)C(C(C5=CC=CC=C5)NC(=O)OC(C)(C)C)O)O)OC(=O)C6=CC=CC=C6)(CO4)OC(=O)C)OC)C)OC. Drug 2: CC1CCCC2(C(O2)CC(NC(=O)CC(C(C(=O)C(C1O)C)(C)C)O)C(=CC3=CSC(=N3)C)C)C. Cell line: IGROV1. Synergy scores: CSS=31.8, Synergy_ZIP=3.05, Synergy_Bliss=3.46, Synergy_Loewe=-0.880, Synergy_HSA=3.03.